This data is from Full USPTO retrosynthesis dataset with 1.9M reactions from patents (1976-2016). The task is: Predict the reactants needed to synthesize the given product. (1) Given the product [OH:29][CH2:28][CH2:30][NH:31][C:3](=[O:27])[C:4]1[CH:9]=[CH:8][C:7]([O:10][CH2:11][C:12]2[C:13]([C:21]3[CH:26]=[CH:25][CH:24]=[CH:23][CH:22]=3)=[N:14][O:15][C:16]=2[C:17]([F:18])([F:19])[F:20])=[N:6][CH:5]=1, predict the reactants needed to synthesize it. The reactants are: CO[C:3](=[O:27])[C:4]1[CH:9]=[CH:8][C:7]([O:10][CH2:11][C:12]2[C:13]([C:21]3[CH:26]=[CH:25][CH:24]=[CH:23][CH:22]=3)=[N:14][O:15][C:16]=2[C:17]([F:20])([F:19])[F:18])=[N:6][CH:5]=1.[CH2:28]([CH2:30][NH2:31])[OH:29]. (2) Given the product [Cl:1][C:2]1[CH:7]=[C:6]([Cl:8])[CH:5]=[CH:4][C:3]=1[C:9]#[C:10][C:11]([Cl:16])=[O:13], predict the reactants needed to synthesize it. The reactants are: [Cl:1][C:2]1[CH:7]=[C:6]([Cl:8])[CH:5]=[CH:4][C:3]=1[C:9]#[C:10][C:11]([OH:13])=O.S(Cl)([Cl:16])=O. (3) Given the product [CH2:24]([S:26]([C:29]1[CH:34]=[C:33]([C:2]2[CH:3]=[C:4]([C:20]([F:23])([F:21])[F:22])[C:5]([CH3:19])=[C:6]([N+:16]([O-:18])=[O:17])[C:7]=2[C:8]2[C:9]([F:15])=[N:10][CH:11]=[C:12]([CH3:14])[CH:13]=2)[CH:32]=[CH:31][CH:30]=1)(=[O:27])=[O:28])[CH3:25], predict the reactants needed to synthesize it. The reactants are: Cl[C:2]1[C:7]([C:8]2[C:9]([F:15])=[N:10][CH:11]=[C:12]([CH3:14])[CH:13]=2)=[C:6]([N+:16]([O-:18])=[O:17])[C:5]([CH3:19])=[C:4]([C:20]([F:23])([F:22])[F:21])[CH:3]=1.[CH2:24]([S:26]([C:29]1[CH:30]=[C:31](B(O)O)[CH:32]=[CH:33][CH:34]=1)(=[O:28])=[O:27])[CH3:25].C1(P(C2CCCCC2)C2CCCCC2)CCCCC1.C([O-])([O-])=O.[Cs+].[Cs+]. (4) Given the product [CH3:30][O:29][C:25]1[CH:24]=[C:23]2[C:28]([C:19]([NH:17][CH2:16][C:13]3[N:11]4[N:12]=[C:7]([C:5]5[O:4][N:3]=[C:2]([CH3:1])[CH:6]=5)[CH:8]=[CH:9][C:10]4=[N:15][N:14]=3)=[CH:20][CH:21]=[N:22]2)=[N:27][CH:26]=1, predict the reactants needed to synthesize it. The reactants are: [CH3:1][C:2]1[CH:6]=[C:5]([C:7]2[CH:8]=[CH:9][C:10]3[N:11]([C:13]([CH2:16][NH2:17])=[N:14][N:15]=3)[N:12]=2)[O:4][N:3]=1.Cl[C:19]1[CH:20]=[CH:21][N:22]=[C:23]2[C:28]=1[N:27]=[CH:26][C:25]([O:29][CH3:30])=[CH:24]2. (5) Given the product [CH3:21][O:22][C:2]1[CH:7]=[CH:6][N:5]2[N:8]=[CH:9][C:10]([CH2:11][N:12]3[CH2:16][CH:15]([CH2:17][CH2:18][CH3:19])[CH2:14][C:13]3=[O:20])=[C:4]2[N:3]=1, predict the reactants needed to synthesize it. The reactants are: Cl[C:2]1[CH:7]=[CH:6][N:5]2[N:8]=[CH:9][C:10]([CH2:11][N:12]3[CH2:16][CH:15]([CH2:17][CH2:18][CH3:19])[CH2:14][C:13]3=[O:20])=[C:4]2[N:3]=1.[CH3:21][O-:22].[Na+].